This data is from Catalyst prediction with 721,799 reactions and 888 catalyst types from USPTO. The task is: Predict which catalyst facilitates the given reaction. Reactant: [C:1]12[C:7](=[CH:8][CH:9]=[CH:10][CH:11]=1)[NH:6][C:5](=[O:12])[O:4][C:2]2=[O:3].C1(P(C2C=CC=CC=2)C2C=CC=CC=2)C=CC=CC=1.[O:32]1[CH2:36][CH2:35][CH:34]([CH2:37]O)[CH2:33]1.N(C(OC(C)C)=O)=NC(OC(C)C)=O. Product: [O:32]1[CH2:36][CH2:35][CH:34]([CH2:37][N:6]2[C:7]3[CH:8]=[CH:9][CH:10]=[CH:11][C:1]=3[C:2](=[O:3])[O:4][C:5]2=[O:12])[CH2:33]1. The catalyst class is: 2.